Dataset: Reaction yield outcomes from USPTO patents with 853,638 reactions. Task: Predict the reaction yield, written as a fraction of the theoretical maximum amount of product (1.0 means a 100% yield; for example, 0.34 means a 34% yield). (1) The reactants are [Cl:1][C:2]1[N:7]=[C:6]([C:8]2[NH:9][C:10]3[C:15]([CH:16]=2)=[CH:14][CH:13]=[CH:12][CH:11]=3)[C:5]([OH:17])=[CH:4][CH:3]=1.[F:18][B-](F)(F)F.ClC[N+]12CC[N+](F)(CC1)CC2.F[B-](F)(F)F. The yield is 0.462. The catalyst is CC(C)=O. The product is [Cl:1][C:2]1[N:7]=[C:6]([C:8]2[NH:9][C:10]3[C:15]([C:16]=2[F:18])=[CH:14][CH:13]=[CH:12][CH:11]=3)[C:5]([OH:17])=[CH:4][CH:3]=1. (2) The reactants are [CH2:1]([CH:5]1[CH2:10][CH2:9][N:8]([C:11]([O:13][C:14]([CH3:17])([CH3:16])[CH3:15])=[O:12])[CH2:7][CH2:6]1)[CH2:2][C:3]#[CH:4].I[C:19]1[C:27]2[O:26][CH2:25][C:24](=[O:28])[C:23]=2[CH:22]=[CH:21][C:20]=1[O:29][CH3:30]. The product is [CH3:30][O:29][C:20]1[CH:21]=[CH:22][C:23]2[C:24](=[O:28])[CH2:25][O:26][C:27]=2[C:19]=1[C:4]#[C:3][CH2:2][CH2:1][CH:5]1[CH2:6][CH2:7][N:8]([C:11]([O:13][C:14]([CH3:17])([CH3:16])[CH3:15])=[O:12])[CH2:9][CH2:10]1. The catalyst is C(N(CC)CC)C.Cl[Pd](Cl)([P](C1C=CC=CC=1)(C1C=CC=CC=1)C1C=CC=CC=1)[P](C1C=CC=CC=1)(C1C=CC=CC=1)C1C=CC=CC=1.[Cu]I. The yield is 0.540. (3) The reactants are [NH:1]1[CH:5]=[C:4]([C:6]2[C:7]([NH2:13])=[N:8][C:9]([NH2:12])=[CH:10][CH:11]=2)[CH:3]=[N:2]1.[H-].[Na+].Cl[CH2:17][C:18]1[CH:19]=[CH:20][C:21]([O:24][C:25]2[CH:30]=[CH:29][CH:28]=[CH:27][CH:26]=2)=[N:22][CH:23]=1. The catalyst is CN(C)C=O. The product is [O:24]([C:21]1[N:22]=[CH:23][C:18]([CH2:17][N:1]2[CH:5]=[C:4]([C:6]3[C:7]([NH2:13])=[N:8][C:9]([NH2:12])=[CH:10][CH:11]=3)[CH:3]=[N:2]2)=[CH:19][CH:20]=1)[C:25]1[CH:26]=[CH:27][CH:28]=[CH:29][CH:30]=1. The yield is 0.252. (4) The reactants are [CH3:1][NH:2][CH2:3][CH2:4][C@H:5]([O:11][C:12]1[CH:13]=[CH:14][CH:15]=[C:16]2[CH:21]=[CH:20][CH:19]=[CH:18][C:17]=12)[C:6]1[S:10][CH:9]=[CH:8][CH:7]=1.[ClH:22]. The catalyst is CC(C)=O.C(OCC)C. The product is [CH3:1][NH:2][CH2:3][CH2:4][C@H:5]([O:11][C:12]1[CH:13]=[CH:14][CH:15]=[C:16]2[CH:21]=[CH:20][CH:19]=[CH:18][C:17]=12)[C:6]1[S:10][CH:9]=[CH:8][CH:7]=1.[ClH:22]. The yield is 0.910. (5) The reactants are Cl.[Cl:2][C:3]1[C:4]([F:29])=[C:5]([CH:26]=[CH:27][CH:28]=1)[NH:6][C:7]1[C:16]2[C:11](=[CH:12][C:13]([O:24][CH3:25])=[C:14]([O:17][CH2:18][CH:19]3[CH2:23][CH2:22][NH:21][CH2:20]3)[CH:15]=2)[N:10]=[CH:9][N:8]=1.[C:30](OC(=O)C)(=[O:32])[CH3:31]. No catalyst specified. The product is [C:30]([N:21]1[CH2:22][CH2:23][CH:19]([CH2:18][O:17][C:14]2[CH:15]=[C:16]3[C:11](=[CH:12][C:13]=2[O:24][CH3:25])[N:10]=[CH:9][N:8]=[C:7]3[NH:6][C:5]2[CH:26]=[CH:27][CH:28]=[C:3]([Cl:2])[C:4]=2[F:29])[CH2:20]1)(=[O:32])[CH3:31]. The yield is 0.630. (6) The reactants are [NH2:1][C:2]1[CH:7]=[CH:6][C:5]([OH:8])=[C:4]([CH3:9])[CH:3]=1.Br[C:11]1[CH:12]=[N:13][CH:14]=[N:15][CH:16]=1.C(=O)([O-])[O-].[K+].[K+]. The catalyst is CS(C)=O.[Cu]I. The product is [CH3:9][C:4]1[CH:3]=[C:2]([CH:7]=[CH:6][C:5]=1[O:8][C:11]1[CH:12]=[N:13][CH:14]=[N:15][CH:16]=1)[NH2:1]. The yield is 0.110. (7) The reactants are [F:1][C:2]1[CH:7]=[C:6]([F:8])[CH:5]=[CH:4][C:3]=1[OH:9].F[C:11]1[CH:16]=[CH:15][CH:14]=[CH:13][C:12]=1[N+:17]([O-:19])=[O:18].[F:20][C:21]1[CH:34]=[C:33]([F:35])[CH:32]=[CH:31][C:22]=1[O:23][C:24]1[CH:30]=[CH:29][CH:28]=[CH:27][C:25]=1[NH2:26].[NH2:36][C:37]1[S:38][CH:39]=[CH:40][N:41]=1. No catalyst specified. The product is [F:1][C:2]1[CH:7]=[C:6]([F:8])[CH:5]=[CH:4][C:3]=1[O:9][C:11]1[CH:16]=[CH:15][CH:14]=[CH:13][C:12]=1[N+:17]([O-:19])=[O:18].[F:20][C:21]1[CH:34]=[C:33]([F:35])[CH:32]=[CH:31][C:22]=1[O:23][C:24]1[CH:30]=[CH:29][CH:28]=[CH:27][C:25]=1[NH:26][C:3]([NH:36][C:37]1[S:38][CH:39]=[CH:40][N:41]=1)=[O:9]. The yield is 0.760. (8) The reactants are [Cl:1][C:2]1[CH:3]=[C:4]([CH:10]([C:29]([F:32])([F:31])[F:30])/[CH:11]=[CH:12]/[C:13]2[CH:14]=[C:15]3[C:19](=[CH:20][CH:21]=2)[N:18](C(OC(C)(C)C)=O)[CH:17]=[CH:16]3)[CH:5]=[C:6]([Cl:9])[C:7]=1[F:8].C(O)(C(F)(F)F)=O. The catalyst is C(Cl)Cl. The product is [Cl:9][C:6]1[CH:5]=[C:4]([CH:10]([C:29]([F:30])([F:32])[F:31])/[CH:11]=[CH:12]/[C:13]2[CH:14]=[C:15]3[C:19](=[CH:20][CH:21]=2)[NH:18][CH:17]=[CH:16]3)[CH:3]=[C:2]([Cl:1])[C:7]=1[F:8]. The yield is 0.970.